From a dataset of Peptide-MHC class I binding affinity with 185,985 pairs from IEDB/IMGT. Regression. Given a peptide amino acid sequence and an MHC pseudo amino acid sequence, predict their binding affinity value. This is MHC class I binding data. (1) The peptide sequence is IQAVFGFSL. The MHC is BoLA-AW10 with pseudo-sequence BoLA-AW10. The binding affinity (normalized) is 0.210. (2) The peptide sequence is PQPAPQQGQL. The MHC is Mamu-A01 with pseudo-sequence Mamu-A01. The binding affinity (normalized) is 0.393. (3) The peptide sequence is VQLPQYFTF. The MHC is HLA-A26:01 with pseudo-sequence HLA-A26:01. The binding affinity (normalized) is 0.0847. (4) The peptide sequence is SMRFESSPH. The MHC is HLA-B15:02 with pseudo-sequence HLA-B15:02. The binding affinity (normalized) is 0.640. (5) The peptide sequence is RLGWRTLDF. The MHC is HLA-A80:01 with pseudo-sequence HLA-A80:01. The binding affinity (normalized) is 0.553. (6) The MHC is HLA-A29:02 with pseudo-sequence HLA-A29:02. The peptide sequence is RRRWRRLTV. The binding affinity (normalized) is 0. (7) The binding affinity (normalized) is 0. The peptide sequence is DEHLRGFSK. The MHC is HLA-A03:01 with pseudo-sequence HLA-A03:01.